Task: Predict the product of the given reaction.. Dataset: Forward reaction prediction with 1.9M reactions from USPTO patents (1976-2016) (1) Given the reactants [H-].[Al+3].[Li+].[H-].[H-].[H-].[CH2:7]([N:14]1[CH2:19][C:18](=O)[NH:17][C@H:16]([C:21]2[CH:26]=[CH:25][C:24]([CH3:27])=[C:23]([O:28][CH3:29])[CH:22]=2)[C:15]1=O)[C:8]1[CH:13]=[CH:12][CH:11]=[CH:10][CH:9]=1.[OH-].[Na+], predict the reaction product. The product is: [CH2:7]([N:14]1[CH2:19][CH2:18][NH:17][C@H:16]([C:21]2[CH:26]=[CH:25][C:24]([CH3:27])=[C:23]([O:28][CH3:29])[CH:22]=2)[CH2:15]1)[C:8]1[CH:9]=[CH:10][CH:11]=[CH:12][CH:13]=1. (2) Given the reactants [NH:1]1[CH2:5][CH:4]=[CH:3][C@H:2]1[C:6]([OH:8])=[O:7].[OH-].[Na+].Cl[C:12]([O:14][CH2:15][C:16]1[CH:21]=[CH:20][CH:19]=[CH:18][CH:17]=1)=[O:13], predict the reaction product. The product is: [CH2:15]([O:14][C:12]([N:1]1[CH2:5][CH:4]=[CH:3][C@H:2]1[C:6]([OH:8])=[O:7])=[O:13])[C:16]1[CH:21]=[CH:20][CH:19]=[CH:18][CH:17]=1.